Binary Classification. Given a miRNA mature sequence and a target amino acid sequence, predict their likelihood of interaction. From a dataset of Experimentally validated miRNA-target interactions with 360,000+ pairs, plus equal number of negative samples. The miRNA is hsa-miR-3143 with sequence AUAACAUUGUAAAGCGCUUCUUUCG. The protein sequence of the target gene is MASYYEILDVPRSASPDDIKKAYRKKALQWHPDKNPDNKEFAEKKFKEVAEAYEVLSDKHKREIYDRYGREGLTGAGSGPSRSETGGAGPGFTFTFRSPEEVFREFFGSGDPFSELFDDLGVFSELQNQGPRLTGPFFTFSSSFPANSDFSSSSFSFSPGAGAFRSVSTSTTFVQGRRITTRRIMENGQERVEVEEDGQLKSVSINGVPDDLALGLELSRREQQPSVAPGLGVMQVRPTSLSRPPDHDLSEDEDLQLAMAYSLSEMEAAGQKPAGGRGAQQRQHGQPKAQHRDLDVGGTH.... Result: 0 (no interaction).